From a dataset of Full USPTO retrosynthesis dataset with 1.9M reactions from patents (1976-2016). Predict the reactants needed to synthesize the given product. (1) Given the product [NH2:39][C:38]1[O:23][C:22]([C:21]2[C:20]([CH2:27][CH3:28])=[CH:19][C:18]([CH2:29][CH3:30])=[C:17]([CH:26]=2)[C:15]([N:12]2[CH2:13][CH2:14][CH:9]([C:6]3[CH:5]=[CH:4][C:3]([C:1]#[N:2])=[CH:8][CH:7]=3)[CH2:10][CH2:11]2)=[O:16])=[N:24][N:25]=1, predict the reactants needed to synthesize it. The reactants are: [C:1]([C:3]1[CH:8]=[CH:7][C:6]([CH:9]2[CH2:14][CH2:13][N:12]([C:15]([C:17]3[C:18]([CH2:29][CH3:30])=[CH:19][C:20]([CH2:27][CH3:28])=[C:21]([CH:26]=3)[C:22]([NH:24][NH2:25])=[O:23])=[O:16])[CH2:11][CH2:10]2)=[CH:5][CH:4]=1)#[N:2].O.C(=O)(O)[O-].[Na+].Br[C:38]#[N:39]. (2) Given the product [CH3:33][N:34]([CH3:35])[C:2]1[C:7]([S:8]([N:11]2[CH2:12][CH2:13][C:14]3([C:18](=[O:19])[N:17]([C:20]4[CH:21]=[CH:22][C:23]([O:26][C:27]([F:30])([F:28])[F:29])=[CH:24][CH:25]=4)[CH2:16][CH2:15]3)[CH2:31][CH2:32]2)(=[O:10])=[O:9])=[CH:6][CH:5]=[CH:4][N:3]=1, predict the reactants needed to synthesize it. The reactants are: Cl[C:2]1[C:7]([S:8]([N:11]2[CH2:32][CH2:31][C:14]3([C:18](=[O:19])[N:17]([C:20]4[CH:25]=[CH:24][C:23]([O:26][C:27]([F:30])([F:29])[F:28])=[CH:22][CH:21]=4)[CH2:16][CH2:15]3)[CH2:13][CH2:12]2)(=[O:10])=[O:9])=[CH:6][CH:5]=[CH:4][N:3]=1.[CH3:33][NH:34][CH3:35].